From a dataset of Forward reaction prediction with 1.9M reactions from USPTO patents (1976-2016). Predict the product of the given reaction. (1) Given the reactants Br[C:2]1[CH:7]=[CH:6][C:5]([Br:8])=[CH:4][CH:3]=1.[Li]CCCC.[Si]([O:21][CH2:22][C@@H:23](/[N:29]=[CH:30]/[C:31]([F:34])([F:33])[F:32])[CH2:24][C:25]([F:28])([F:27])[CH3:26])(C(C)(C)C)(C)C.[Cl-].[NH4+], predict the reaction product. The product is: [Br:8][C:5]1[CH:6]=[CH:7][C:2]([C@H:30]([NH:29][C@@H:23]([CH2:24][C:25]([F:27])([F:28])[CH3:26])[CH2:22][OH:21])[C:31]([F:34])([F:33])[F:32])=[CH:3][CH:4]=1. (2) Given the reactants [CH3:1][O:2][C:3]([C:5]1[CH:6]=[CH:7][C:8]2[O:12][C:11]([NH:13][CH:14]3[CH2:19][CH2:18][NH:17][CH2:16][CH2:15]3)=[N:10][C:9]=2[CH:20]=1)=[O:4].COC(C1C=CC2OC(Cl)=NC=2C=1)=O.[C:35]([O:39][C:40](N1CCC(N)CC1)=[O:41])([CH3:38])([CH3:37])[CH3:36], predict the reaction product. The product is: [CH3:1][O:2][C:3]([C:5]1[CH:6]=[CH:7][C:8]2[O:12][C:11]([NH:13][CH:14]3[CH2:15][CH2:16][N:17]([C:40]([O:39][C:35]([CH3:38])([CH3:37])[CH3:36])=[O:41])[CH2:18][CH2:19]3)=[N:10][C:9]=2[CH:20]=1)=[O:4]. (3) Given the reactants [NH2:1][CH:2]1[CH2:7][CH2:6][C:5]([C:8]2[N:13]=[C:12]3[N:14]([CH3:23])[C:15](=[O:22])[N:16]([CH2:17][C:18]([CH3:21])([CH3:20])[CH3:19])[C:11]3=[CH:10][CH:9]=2)=[CH:4][CH2:3]1.CCN(C(C)C)C(C)C.CN(C(ON1N=NC2C=CC=NC1=2)=[N+](C)C)C.F[P-](F)(F)(F)(F)F.[CH3:57][N:58]1[CH:62]=[CH:61][N:60]=[C:59]1[C:63](O)=[O:64], predict the reaction product. The product is: [CH3:21][C:18]([CH3:20])([CH3:19])[CH2:17][N:16]1[C:11]2[C:12](=[N:13][C:8]([C:5]3[CH2:6][CH2:7][CH:2]([NH:1][C:63]([C:59]4[N:58]([CH3:57])[CH:62]=[CH:61][N:60]=4)=[O:64])[CH2:3][CH:4]=3)=[CH:9][CH:10]=2)[N:14]([CH3:23])[C:15]1=[O:22]. (4) Given the reactants Cl[CH2:2][C:3]([NH:5][C:6]1[CH:11]=[CH:10][C:9]([NH:12][C:13]2[N:18]=[C:17]([C:19]3[S:23][C:22]([CH3:24])=[N:21][C:20]=3[CH3:25])[CH:16]=[CH:15][N:14]=2)=[CH:8][CH:7]=1)=[O:4].[NH:26]1[CH:30]=[CH:29][N:28]=[CH:27]1, predict the reaction product. The product is: [CH3:24][C:22]1[S:23][C:19]([C:17]2[CH:16]=[CH:15][N:14]=[C:13]([NH:12][C:9]3[CH:10]=[CH:11][C:6]([NH:5][C:3](=[O:4])[CH2:2][N:26]4[CH:30]=[CH:29][N:28]=[CH:27]4)=[CH:7][CH:8]=3)[N:18]=2)=[C:20]([CH3:25])[N:21]=1. (5) Given the reactants Br[C:2]1[C:10]2[C:9]([O:11][C@H:12]([CH3:24])[CH2:13][CH2:14][CH2:15][CH2:16][C:17]([O:19][C:20]([CH3:23])([CH3:22])[CH3:21])=[O:18])=[N:8][CH:7]=[N:6][C:5]=2[O:4][C:3]=1[C:25]1[CH:30]=[CH:29][CH:28]=[CH:27][CH:26]=1.[CH2:31]([C:33]1[CH:34]=[CH:35][C:36]([Sn](CCCC)(CCCC)CCCC)=[N:37][CH:38]=1)[CH3:32], predict the reaction product. The product is: [CH2:31]([C:33]1[CH:34]=[CH:35][C:36]([C:2]2[C:10]3[C:9]([O:11][C@H:12]([CH3:24])[CH2:13][CH2:14][CH2:15][CH2:16][C:17]([O:19][C:20]([CH3:23])([CH3:22])[CH3:21])=[O:18])=[N:8][CH:7]=[N:6][C:5]=3[O:4][C:3]=2[C:25]2[CH:30]=[CH:29][CH:28]=[CH:27][CH:26]=2)=[N:37][CH:38]=1)[CH3:32]. (6) The product is: [CH2:1]([O:3][C:4]1[CH:5]=[C:6]([CH:7]=[N+:17]([CH:14]([CH3:16])[CH3:15])[O-:18])[CH:9]=[CH:10][C:11]=1[O:12][CH3:13])[CH3:2]. Given the reactants [CH2:1]([O:3][C:4]1[CH:5]=[C:6]([CH:9]=[CH:10][C:11]=1[O:12][CH3:13])[CH:7]=O)[CH3:2].[CH:14]([NH:17][OH:18])([CH3:16])[CH3:15], predict the reaction product. (7) Given the reactants [Cl:1][C:2]1[CH:17]=[CH:16][C:5]([O:6][C:7]2[CH:8]=[C:9]([N+:13]([O-])=O)[CH:10]=[CH:11][CH:12]=2)=[CH:4][C:3]=1[CH2:18][CH3:19].O, predict the reaction product. The product is: [Cl:1][C:2]1[CH:17]=[CH:16][C:5]([O:6][C:7]2[CH:8]=[C:9]([CH:10]=[CH:11][CH:12]=2)[NH2:13])=[CH:4][C:3]=1[CH2:18][CH3:19]. (8) Given the reactants Cl[C:2]1[S:3][C:4]([C:13]([O:15][CH2:16][CH3:17])=[O:14])=[C:5]([C:7]2[CH:12]=[CH:11][CH:10]=[CH:9][CH:8]=2)[N:6]=1.C(N(CC)CC)C.Cl.[CH3:26][O:27][C:28]1[CH:33]=[CH:32][CH:31]=[CH:30][C:29]=1[N:34]1[CH2:39][CH2:38][NH:37][CH2:36][CH2:35]1, predict the reaction product. The product is: [CH3:26][O:27][C:28]1[CH:33]=[CH:32][CH:31]=[CH:30][C:29]=1[N:34]1[CH2:39][CH2:38][N:37]([C:2]2[S:3][C:4]([C:13]([O:15][CH2:16][CH3:17])=[O:14])=[C:5]([C:7]3[CH:12]=[CH:11][CH:10]=[CH:9][CH:8]=3)[N:6]=2)[CH2:36][CH2:35]1. (9) Given the reactants [Cl:1][C:2]1[C:11]([C:12]2[CH:17]=[CH:16][CH:15]=[CH:14][CH:13]=2)=[C:10]([Cl:18])[C:9]2[C:4](=[CH:5][CH:6]=[C:7]([C:19]([OH:39])([C:33]3[CH:34]=[N:35][CH:36]=[CH:37][CH:38]=3)[CH:20]3[CH2:25][CH2:24][CH2:23][N:22](C(OC(C)(C)C)=O)[CH2:21]3)[CH:8]=2)[N:3]=1.[C:40]([OH:46])([C:42]([F:45])([F:44])[F:43])=[O:41], predict the reaction product. The product is: [Cl:1][C:2]1[C:11]([C:12]2[CH:13]=[CH:14][CH:15]=[CH:16][CH:17]=2)=[C:10]([Cl:18])[C:9]2[C:4](=[CH:5][CH:6]=[C:7]([C:19]([CH:33]3[CH2:38][CH2:37][CH2:36][NH:35][CH2:34]3)([C:20]3[CH:21]=[N:22][CH:23]=[CH:24][CH:25]=3)[OH:39])[CH:8]=2)[N:3]=1.[C:40]([OH:46])([C:42]([F:45])([F:44])[F:43])=[O:41]. (10) Given the reactants [C:1]([C:4]1[N:5]=[C:6]([CH2:44][CH3:45])[C:7]([C:31]2[CH2:32][CH2:33][N:34](C(OC(C)(C)C)=O)[CH2:35][CH:36]=2)=[N:8][C:9]=1[NH:10][C:11]1[CH:16]=[CH:15][C:14]([N:17]2[CH2:22][CH2:21][CH:20]([N:23]3[CH2:28][CH2:27][N:26]([CH3:29])[CH2:25][CH2:24]3)[CH2:19][CH2:18]2)=[C:13]([CH3:30])[CH:12]=1)(=[O:3])[NH2:2].FC(F)(F)C(O)=O, predict the reaction product. The product is: [CH2:44]([C:6]1[N:5]=[C:4]([C:1]([NH2:2])=[O:3])[C:9]([NH:10][C:11]2[CH:16]=[CH:15][C:14]([N:17]3[CH2:18][CH2:19][CH:20]([N:23]4[CH2:28][CH2:27][N:26]([CH3:29])[CH2:25][CH2:24]4)[CH2:21][CH2:22]3)=[C:13]([CH3:30])[CH:12]=2)=[N:8][C:7]=1[C:31]1[CH2:32][CH2:33][NH:34][CH2:35][CH:36]=1)[CH3:45].